Dataset: Catalyst prediction with 721,799 reactions and 888 catalyst types from USPTO. Task: Predict which catalyst facilitates the given reaction. (1) Reactant: [C:1]([C:5]1[CH:22]=[CH:21][C:8]([CH2:9][O:10][C:11]2[CH:19]=[CH:18][C:17]([F:20])=[CH:16][C:12]=2[C:13](O)=[O:14])=[CH:7][CH:6]=1)([CH3:4])([CH3:3])[CH3:2].CN1CCOCC1.ClC(OCC)=O.[BH4-].[Na+].Cl. Product: [C:1]([C:5]1[CH:22]=[CH:21][C:8]([CH2:9][O:10][C:11]2[CH:19]=[CH:18][C:17]([F:20])=[CH:16][C:12]=2[CH2:13][OH:14])=[CH:7][CH:6]=1)([CH3:4])([CH3:2])[CH3:3]. The catalyst class is: 36. (2) Reactant: [H-].[Na+].Cl[C:4]1[C:9]([C:10]([N:12]([CH2:14][CH2:15][OH:16])[CH3:13])=[O:11])=[CH:8][CH:7]=[C:6]([Cl:17])[N:5]=1.O. Product: [Cl:17][C:6]1[CH:7]=[CH:8][C:9]2[C:10](=[O:11])[N:12]([CH3:13])[CH2:14][CH2:15][O:16][C:4]=2[N:5]=1. The catalyst class is: 1. (3) Reactant: [H-].[Na+].[O:3]1[CH:7]=[CH:6][C:5]([CH2:8][C:9]#[N:10])=[N:4]1.Br[CH2:12][CH2:13]Br.O. Product: [O:3]1[CH:7]=[CH:6][C:5]([C:8]2([C:9]#[N:10])[CH2:13][CH2:12]2)=[N:4]1. The catalyst class is: 9. (4) Reactant: [F:1][C:2]1[CH:7]=[C:6]([I:8])[CH:5]=[CH:4][C:3]=1[NH:9][C:10]1[CH:19]=[N:18][CH:17]=[CH:16][C:11]=1[C:12]([NH:14][NH2:15])=[O:13].[CH2:20](S)[SH:21].[OH-].[K+]. Product: [F:1][C:2]1[CH:7]=[C:6]([I:8])[CH:5]=[CH:4][C:3]=1[NH:9][C:10]1[CH:19]=[N:18][CH:17]=[CH:16][C:11]=1[C:12]1[O:13][C:20](=[S:21])[NH:15][N:14]=1. The catalyst class is: 5. (5) Reactant: C[O:2][C:3]1[CH:8]=[C:7]([N+:9]([O-:11])=[O:10])[CH:6]=[C:5]([S:12]([CH3:15])(=[O:14])=[O:13])[CH:4]=1.Br. Product: [CH3:15][S:12]([C:5]1[CH:4]=[C:3]([OH:2])[CH:8]=[C:7]([N+:9]([O-:11])=[O:10])[CH:6]=1)(=[O:14])=[O:13]. The catalyst class is: 15. (6) Reactant: [C:1]1([C:5]2[CH:10]=[CH:9][C:8]([O:11][CH3:12])=[CH:7][N:6]=2)[CH2:4][CH2:3][CH:2]=1. Product: [CH:1]1([C:5]2[CH:10]=[CH:9][C:8]([O:11][CH3:12])=[CH:7][N:6]=2)[CH2:2][CH2:3][CH2:4]1. The catalyst class is: 43. (7) Reactant: [F:1][C:2]1[CH:7]=[CH:6][C:5]([C:8]2[N:9]([C:18]3[CH:23]=[CH:22][N:21]=[C:20](SC)[N:19]=3)[C:10]3[C:11]([N:17]=2)=[N:12][C:13]([NH2:16])=[CH:14][CH:15]=3)=[CH:4][CH:3]=1.C1C=C(Cl)C=C(C(OO)=O)C=1.C([O-])([O-])=O.[Na+].[Na+].[C:43]1([C@@H:49]([NH2:51])[CH3:50])[CH:48]=[CH:47][CH:46]=[CH:45][CH:44]=1. Product: [F:1][C:2]1[CH:7]=[CH:6][C:5]([C:8]2[N:9]([C:18]3[CH:23]=[CH:22][N:21]=[C:20]([NH:51][C@H:49]([C:43]4[CH:48]=[CH:47][CH:46]=[CH:45][CH:44]=4)[CH3:50])[N:19]=3)[C:10]3[C:11]([N:17]=2)=[N:12][C:13]([NH2:16])=[CH:14][CH:15]=3)=[CH:4][CH:3]=1. The catalyst class is: 585. (8) Reactant: [F:1][C:2]([F:11])([F:10])[C:3]1[CH:9]=[CH:8][CH:7]=[CH:6][C:4]=1[NH2:5].[H-].[Na+].[Cl:14][C:15]1[N:20]=[C:19](Cl)[CH:18]=[CH:17][N:16]=1.O. Product: [F:1][C:2]([F:10])([F:11])[C:3]1[CH:9]=[CH:8][CH:7]=[CH:6][C:4]=1[NH:5][C:17]1[CH:18]=[CH:19][N:20]=[C:15]([Cl:14])[N:16]=1. The catalyst class is: 3.